This data is from Peptide-MHC class II binding affinity with 134,281 pairs from IEDB. The task is: Regression. Given a peptide amino acid sequence and an MHC pseudo amino acid sequence, predict their binding affinity value. This is MHC class II binding data. (1) The peptide sequence is EHCSLNENITVPDTK. The MHC is DRB1_0404 with pseudo-sequence DRB1_0404. The binding affinity (normalized) is 0.0594. (2) The peptide sequence is AQAVYDFRSIVDYLR. The MHC is DRB1_1201 with pseudo-sequence DRB1_1201. The binding affinity (normalized) is 0.394. (3) The peptide sequence is CHFITKETPDRLTDQ. The MHC is DRB5_0101 with pseudo-sequence DRB5_0101. The binding affinity (normalized) is 0.570. (4) The peptide sequence is TTLFAGTHITMTTVY. The MHC is DRB1_0101 with pseudo-sequence DRB1_0101. The binding affinity (normalized) is 0.617. (5) The peptide sequence is EFENFMKAGAHPIMH. The MHC is DRB1_1501 with pseudo-sequence DRB1_1501. The binding affinity (normalized) is 0.213. (6) The MHC is DRB1_1101 with pseudo-sequence DRB1_1101. The binding affinity (normalized) is 0.421. The peptide sequence is YKRTDIVEVDRDTAR. (7) The peptide sequence is DIVVFDEISMATNYD. The MHC is DRB1_0101 with pseudo-sequence DRB1_0101. The binding affinity (normalized) is 0.508.